Regression. Given a peptide amino acid sequence and an MHC pseudo amino acid sequence, predict their binding affinity value. This is MHC class I binding data. From a dataset of Peptide-MHC class I binding affinity with 185,985 pairs from IEDB/IMGT. (1) The peptide sequence is NAITNAKII. The MHC is H-2-Db with pseudo-sequence H-2-Db. The binding affinity (normalized) is 0.297. (2) The binding affinity (normalized) is 0. The peptide sequence is RPQASGVYM. The MHC is HLA-A32:01 with pseudo-sequence HLA-A32:01.